The task is: Predict the reaction yield, written as a fraction of the theoretical maximum amount of product (1.0 means a 100% yield; for example, 0.34 means a 34% yield).. This data is from Reaction yield outcomes from USPTO patents with 853,638 reactions. (1) The reactants are N(C(N1CCCCC1)=O)=N[C:3](N1CCCCC1)=O.[OH:19][C:20]1[CH:21]=[C:22]2[C:26](=[CH:27][CH:28]=1)[NH:25][C:24]([CH2:29][CH:30]([CH2:35][C:36]1[CH:41]=[CH:40][CH:39]=[CH:38][CH:37]=1)[C:31]([O:33][CH3:34])=[O:32])=[CH:23]2.OC[CH2:44][CH2:45][NH:46][C:47]1[CH:52]=[CH:51][CH:50]=[CH:49][N:48]=1.C(P(CCCC)CCCC)CCC. The catalyst is O1CCCC1. The product is [CH2:35]([CH:30]([CH2:29][C:24]1[NH:25][C:26]2[C:22]([CH:23]=1)=[CH:21][C:20]([O:19][CH2:3][CH:45]([NH:46][C:47]1[CH:52]=[CH:51][CH:50]=[CH:49][N:48]=1)[CH3:44])=[CH:28][CH:27]=2)[C:31]([O:33][CH3:34])=[O:32])[C:36]1[CH:37]=[CH:38][CH:39]=[CH:40][CH:41]=1. The yield is 0.380. (2) The reactants are [NH2:1][C:2]1[CH:7]=[CH:6][C:5]([OH:8])=[CH:4][CH:3]=1.[CH:9]1([CH2:15][C:16](Cl)=[O:17])[CH2:14][CH2:13][CH2:12][CH2:11][CH2:10]1.N1C=CC=CC=1. The catalyst is ClCCl. The product is [CH:9]1([CH2:15][C:16]([NH:1][C:2]2[CH:7]=[CH:6][C:5]([OH:8])=[CH:4][CH:3]=2)=[O:17])[CH2:14][CH2:13][CH2:12][CH2:11][CH2:10]1. The yield is 0.770. (3) The reactants are [C:1]([C:5]1[CH:31]=[C:8]2[N:9]=[C:10]([CH3:30])[C:11]([CH:22]([CH2:27][CH2:28][CH3:29])[C:23]([O:25]C)=[O:24])=[C:12]([C:13]3[CH:21]=[C:20]4[C:16]([CH:17]=[CH:18][NH:19]4)=[CH:15][CH:14]=3)[N:7]2[N:6]=1)([CH3:4])([CH3:3])[CH3:2].[OH-].[Na+]. The catalyst is CO. The product is [C:1]([C:5]1[CH:31]=[C:8]2[N:9]=[C:10]([CH3:30])[C:11]([CH:22]([CH2:27][CH2:28][CH3:29])[C:23]([OH:25])=[O:24])=[C:12]([C:13]3[CH:21]=[C:20]4[C:16]([CH:17]=[CH:18][NH:19]4)=[CH:15][CH:14]=3)[N:7]2[N:6]=1)([CH3:3])([CH3:4])[CH3:2]. The yield is 0.580. (4) The reactants are [CH2:1]([S:3][C:4]1[CH:9]=[CH:8][C:7]([NH:10][C:11]([C:13]2[CH:14]=[C:15]([CH:27]=[CH:28][CH:29]=2)[CH2:16][S:17][CH2:18][CH2:19][C:20]([O:22]C(C)(C)C)=[O:21])=[O:12])=[C:6]([C:30]2[CH:35]=[C:34]([C:36](=[O:49])[NH:37][CH2:38][C:39]3[CH:44]=[CH:43][CH:42]=[C:41]([C:45]([F:48])([F:47])[F:46])[CH:40]=3)[CH:33]=[CH:32][N:31]=2)[CH:5]=1)[CH3:2].FC(F)(F)C(O)=O. The catalyst is ClCCl. The product is [CH2:1]([S:3][C:4]1[CH:9]=[CH:8][C:7]([NH:10][C:11]([C:13]2[CH:14]=[C:15]([CH:27]=[CH:28][CH:29]=2)[CH2:16][S:17][CH2:18][CH2:19][C:20]([OH:22])=[O:21])=[O:12])=[C:6]([C:30]2[CH:35]=[C:34]([C:36](=[O:49])[NH:37][CH2:38][C:39]3[CH:44]=[CH:43][CH:42]=[C:41]([C:45]([F:47])([F:48])[F:46])[CH:40]=3)[CH:33]=[CH:32][N:31]=2)[CH:5]=1)[CH3:2]. The yield is 0.210. (5) The reactants are [Cl:1][C:2]1[C:7]([N:8]2[CH2:13][CH2:12][CH:11]([C:14]3[CH:19]=[CH:18][C:17]([F:20])=[CH:16][CH:15]=3)[CH2:10][CH2:9]2)=[CH:6][N:5]=[N:4][C:3]=1[NH:21][NH:22][C:23](=O)[CH2:24][CH:25]1[CH2:27][CH2:26]1.P(Cl)(Cl)(Cl)=O. The catalyst is C(#N)C. The product is [Cl:1][C:2]1[C:3]2[N:4]([C:23]([CH2:24][CH:25]3[CH2:27][CH2:26]3)=[N:22][N:21]=2)[N:5]=[CH:6][C:7]=1[N:8]1[CH2:13][CH2:12][CH:11]([C:14]2[CH:19]=[CH:18][C:17]([F:20])=[CH:16][CH:15]=2)[CH2:10][CH2:9]1. The yield is 0.0244. (6) The reactants are [OH:1][C:2]1([CH:6]2[N:11]([CH2:12][C:13]3[CH:18]=[CH:17][CH:16]=[CH:15][CH:14]=3)[C:10](=O)[CH2:9][N:8]([CH2:20][C:21]3[CH:26]=[CH:25][CH:24]=[CH:23][CH:22]=3)[C:7]2=O)[CH2:5][NH:4][CH2:3]1.[BH4-].[Na+].[CH3:30][OH:31].Cl. The catalyst is COCCOC. The product is [C:13]1([CH2:12][N:11]2[CH2:10][CH2:9][N:8]([CH2:20][C:21]3[CH:22]=[CH:23][CH:24]=[CH:25][CH:26]=3)[CH2:7][CH:6]2[C:2]2([OH:1])[CH2:5][N:4]([C:30]([O:1][C:2]([CH3:6])([CH3:5])[CH3:3])=[O:31])[CH2:3]2)[CH:14]=[CH:15][CH:16]=[CH:17][CH:18]=1. The yield is 0.690. (7) The reactants are [Cl:1][C:2]1[N:7]=[CH:6][C:5]([CH2:8][C:9](C)([C:13](O)=O)[C:10]([OH:12])=[O:11])=[CH:4][CH:3]=1.C(=O)=O. No catalyst specified. The product is [Cl:1][C:2]1[N:7]=[CH:6][C:5]([CH2:8][CH:9]([CH3:13])[C:10]([OH:12])=[O:11])=[CH:4][CH:3]=1. The yield is 0.950. (8) The reactants are [CH3:1][N:2]1[CH2:7][CH:6]=[C:5]([C:8]2[C:16]3[C:11](=[CH:12][CH:13]=[C:14]([OH:17])[CH:15]=3)[NH:10][CH:9]=2)[CH2:4][CH2:3]1.[C:18]1([S:24](Cl)(=[O:26])=[O:25])[CH:23]=[CH:22][CH:21]=[CH:20][CH:19]=1. The catalyst is CN(C)C=O.[H-].[Na+]. The product is [CH3:1][N:2]1[CH2:3][CH:4]=[C:5]([C:8]2[C:16]3[C:11](=[CH:12][CH:13]=[C:14]([O:17][S:24]([C:18]4[CH:23]=[CH:22][CH:21]=[CH:20][CH:19]=4)(=[O:26])=[O:25])[CH:15]=3)[NH:10][CH:9]=2)[CH2:6][CH2:7]1. The yield is 0.350. (9) The reactants are [N:1]1[CH:6]=[CH:5][CH:4]=[CH:3][C:2]=1[N:7]1[C:15]2[CH:14]=[CH:13][N:12]=[CH:11][C:10]=2[N:9]=[CH:8]1.[CH2:16](Br)[C:17]1[CH:22]=[CH:21][CH:20]=[CH:19][CH:18]=1.[BH4-].[Na+]. The catalyst is C(Cl)Cl. The product is [CH2:16]([N:12]1[CH2:13][CH2:14][C:15]2[N:7]([C:2]3[CH:3]=[CH:4][CH:5]=[CH:6][N:1]=3)[CH:8]=[N:9][C:10]=2[CH2:11]1)[C:17]1[CH:22]=[CH:21][CH:20]=[CH:19][CH:18]=1. The yield is 0.680.